This data is from Forward reaction prediction with 1.9M reactions from USPTO patents (1976-2016). The task is: Predict the product of the given reaction. (1) The product is: [I:14][C:15]1[CH:28]=[CH:27][C:18]2[C:19]([C:22]([CH3:26])([CH3:25])[CH2:23][NH2:24])=[CH:20][O:21][C:17]=2[CH:16]=1. Given the reactants IC1C=CC2C(CCN)=COC=2C=1.[I:14][C:15]1[CH:28]=[CH:27][C:18]2[C:19]([C:22]([CH3:26])([CH3:25])[C:23]#[N:24])=[CH:20][O:21][C:17]=2[CH:16]=1, predict the reaction product. (2) Given the reactants Br[C:2]1[CH:7]=[C:6]([C:8]2[C:17]3[C:12](=[CH:13][C:14]([O:20][CH3:21])=[C:15]([O:18][CH3:19])[CH:16]=3)[CH:11]=[C:10]([C:22]([O:24][CH3:25])=[O:23])[C:9]=2[C:26]([O:28][CH3:29])=[O:27])[CH:5]=[CH:4][N:3]=1.F[B-](F)(F)F.C([PH+](C(C)(C)C)C(C)(C)C)(C)(C)C.[Si:48]([O:55][C@@H:56]1[C:65]2[C:60](=[CH:61][CH:62]=[CH:63][CH:64]=2)[NH:59][CH2:58][CH2:57]1)([C:51]([CH3:54])([CH3:53])[CH3:52])([CH3:50])[CH3:49].CC(C)([O-])C.[Na+].[Cl-].[NH4+], predict the reaction product. The product is: [C:51]([Si:48]([CH3:50])([CH3:49])[O:55][C@@H:56]1[C:65]2[C:60](=[CH:61][CH:62]=[CH:63][CH:64]=2)[N:59]([C:2]2[CH:7]=[C:6]([C:8]3[C:17]4[C:12](=[CH:13][C:14]([O:20][CH3:21])=[C:15]([O:18][CH3:19])[CH:16]=4)[CH:11]=[C:10]([C:22]([O:24][CH3:25])=[O:23])[C:9]=3[C:26]([O:28][CH3:29])=[O:27])[CH:5]=[CH:4][N:3]=2)[CH2:58][CH2:57]1)([CH3:54])([CH3:53])[CH3:52]. (3) Given the reactants [CH3:1][O:2][C:3](=[O:11])[C:4]1[CH:9]=[CH:8][C:7]([OH:10])=[CH:6][CH:5]=1.[CH:12]1(O)[CH2:19][CH2:18]C[CH2:16][CH2:15][CH2:14][CH2:13]1, predict the reaction product. The product is: [CH:1]1([O:2][C:3](=[O:11])[C:4]2[CH:9]=[CH:8][C:7]([OH:10])=[CH:6][CH:5]=2)[CH2:16][CH2:15][CH2:14][CH2:13][CH2:12][CH2:19][CH2:18]1. (4) Given the reactants [Cl:1][C:2]1[C:11]2[C:6](=[CH:7][CH:8]=[C:9]([C:12]([C:20]3[C:21]([CH3:27])=[N:22][C:23]([CH3:26])=[CH:24][CH:25]=3)([OH:19])[C:13]3[N:17]([CH3:18])[N:16]=[N:15][CH:14]=3)[CH:10]=2)[N:5]=[C:4]([O:28][CH3:29])[C:3]=1[C:30](O)=[O:31].C1C=CC2N(O)N=NC=2C=1.C(N(CC)CC)C.Cl.[F:51][C:52]1([F:56])[CH2:55][NH:54][CH2:53]1.CCN=C=NCCCN(C)C, predict the reaction product. The product is: [Cl:1][C:2]1[C:11]2[C:6](=[CH:7][CH:8]=[C:9]([C:12]([C:20]3[C:21]([CH3:27])=[N:22][C:23]([CH3:26])=[CH:24][CH:25]=3)([C:13]3[N:17]([CH3:18])[N:16]=[N:15][CH:14]=3)[OH:19])[CH:10]=2)[N:5]=[C:4]([O:28][CH3:29])[C:3]=1[C:30]([N:54]1[CH2:55][C:52]([F:56])([F:51])[CH2:53]1)=[O:31]. (5) Given the reactants N[C:2]1[CH:11]=[C:10]2[C:5]([C:6](=[O:12])[NH:7][CH:8]=[N:9]2)=[CH:4][CH:3]=1.N([O-])=O.[Na+].[I-:17].[K+], predict the reaction product. The product is: [I:17][C:2]1[CH:11]=[C:10]2[C:5]([C:6](=[O:12])[NH:7][CH:8]=[N:9]2)=[CH:4][CH:3]=1. (6) Given the reactants Br[C:2]1[CH:3]=[C:4]2[C:9](=[CH:10][C:11]=1[F:12])[NH:8][C:7](=[O:13])[CH2:6][CH2:5]2.B1(B2OC(C)(C)C(C)(C)O2)OC(C)(C)C(C)(C)O1.C(P(C12CC3CC(CC(C3)C1)C2)C12CC3CC(CC(C3)C1)C2)CCC.C([O-])(=O)C.[K+].C(OC(C)C)(=O)C.Br[C:70]1[CH:71]=[C:72]([NH:76][CH:77]([C:81]2[CH:86]=[CH:85][CH:84]=[CH:83][CH:82]=2)[C:78]([NH2:80])=[O:79])[CH:73]=[N:74][CH:75]=1.C(=O)([O-])[O-].[K+].[K+], predict the reaction product. The product is: [F:12][C:11]1[CH:10]=[C:9]2[C:4]([CH2:5][CH2:6][C:7](=[O:13])[NH:8]2)=[CH:3][C:2]=1[C:70]1[CH:71]=[C:72]([NH:76][CH:77]([C:81]2[CH:86]=[CH:85][CH:84]=[CH:83][CH:82]=2)[C:78]([NH2:80])=[O:79])[CH:73]=[N:74][CH:75]=1. (7) Given the reactants CC1C=C(C)[N:4]([C:8](=[NH:23])[NH:9][C:10](=S)[NH:11][C:12]2[CH:13]=[C:14]([CH:19]=[CH:20][CH:21]=2)[C:15]([O:17][CH3:18])=[O:16])[N:3]=1.NN, predict the reaction product. The product is: [NH2:23][C:8]1[NH:4][N:3]=[C:10]([NH:11][C:12]2[CH:13]=[C:14]([CH:19]=[CH:20][CH:21]=2)[C:15]([O:17][CH3:18])=[O:16])[N:9]=1. (8) The product is: [C:14]([C:11]1[CH:10]=[CH:9][C:8]([N:5]2[CH2:4][CH2:3][S:2](=[N:20][C:18](=[O:19])[C:17]([F:22])([F:21])[F:16])(=[O:1])[CH2:7][CH2:6]2)=[N:13][CH:12]=1)#[N:15]. Given the reactants [O:1]=[S:2]1[CH2:7][CH2:6][N:5]([C:8]2[N:13]=[CH:12][C:11]([C:14]#[N:15])=[CH:10][CH:9]=2)[CH2:4][CH2:3]1.[F:16][C:17]([F:22])([F:21])[C:18]([NH2:20])=[O:19].[O-2].[Mg+2].C(O)(=O)C.C(O)(=O)C.IC1C=CC=CC=1, predict the reaction product. (9) Given the reactants [CH2:1]([O:3][C:4]([C:6]1[CH:7]=[N:8][C:9](Cl)=[N:10][CH:11]=1)=[O:5])[CH3:2].[CH3:13][C:14]1[N:19]=[CH:18][C:17]([NH2:20])=[CH:16][CH:15]=1, predict the reaction product. The product is: [CH2:1]([O:3][C:4]([C:6]1[CH:7]=[N:8][C:9]([NH:20][C:17]2[CH:18]=[N:19][C:14]([CH3:13])=[CH:15][CH:16]=2)=[N:10][CH:11]=1)=[O:5])[CH3:2].